This data is from Full USPTO retrosynthesis dataset with 1.9M reactions from patents (1976-2016). The task is: Predict the reactants needed to synthesize the given product. (1) Given the product [CH3:8][C:6]1[C:5]([NH:9][C:10]2[N:15]=[CH:14][N:13]=[C:12]([O:16][CH:17]3[CH2:22][CH2:21][N:20]([C:23]([O:25][CH:26]([CH3:28])[CH3:27])=[O:24])[CH2:19][CH2:18]3)[C:11]=2[O:29][CH3:30])=[C:4]([CH3:31])[CH:3]=[C:2]([S:34]([CH3:36])(=[O:32])=[O:35])[N:7]=1, predict the reactants needed to synthesize it. The reactants are: Br[C:2]1[N:7]=[C:6]([CH3:8])[C:5]([NH:9][C:10]2[N:15]=[CH:14][N:13]=[C:12]([O:16][CH:17]3[CH2:22][CH2:21][N:20]([C:23]([O:25][CH:26]([CH3:28])[CH3:27])=[O:24])[CH2:19][CH2:18]3)[C:11]=2[O:29][CH3:30])=[C:4]([CH3:31])[CH:3]=1.[OH2:32].C[S:34]([CH3:36])=[O:35]. (2) The reactants are: [Br:1][C:2]1[CH:3]=[CH:4][C:5]([F:17])=[C:6]([CH:16]=1)[CH2:7][NH:8][C:9](=[O:15])[CH:10](OC)OC.OS(O)(=O)=O.OS(O)(=O)=O.O=S(=O)=O.C([O-])(O)=O.[Na+]. Given the product [Br:1][C:2]1[CH:3]=[CH:4][C:5]([F:17])=[C:6]2[C:16]=1[CH:10]=[C:9]([OH:15])[N:8]=[CH:7]2, predict the reactants needed to synthesize it.